This data is from Full USPTO retrosynthesis dataset with 1.9M reactions from patents (1976-2016). The task is: Predict the reactants needed to synthesize the given product. (1) Given the product [CH3:1][O:2][C:3]1[C:11]([C:12](=[O:16])[CH:13]([CH3:15])[CH3:14])=[C:6]2[CH:7]=[CH:8][CH:9]=[CH:10][N:5]2[N:4]=1, predict the reactants needed to synthesize it. The reactants are: [CH3:1][O:2][C:3]1[CH:11]=[C:6]2[CH:7]=[CH:8][CH:9]=[CH:10][N:5]2[N:4]=1.[C:12](Cl)(=[O:16])[CH:13]([CH3:15])[CH3:14].[Al+3].[Cl-].[Cl-].[Cl-]. (2) Given the product [CH3:5][O:6][CH2:7][C@@H:8]1[CH2:13][C:12]([C:14]([O:16][CH3:17])=[O:15])=[CH:11][CH2:10][N:9]1[C:21]([O:23][CH2:24][CH:25]=[CH2:26])=[O:22], predict the reactants needed to synthesize it. The reactants are: C(Cl)(=O)C.[CH3:5][O:6][CH2:7][C@@H:8]1[CH2:13][C:12]([C:14]([O:16][C:17](C)(C)C)=[O:15])=[CH:11][CH2:10][N:9]1[C:21]([O:23][CH2:24][CH:25]=[CH2:26])=[O:22]. (3) Given the product [ClH:23].[CH2:1]([O:3][C:4]1[CH:5]=[C:6]([CH:10]2[CH2:15][CH2:14][CH2:13][N:12]([CH2:16][C@H:17]([O:22][C:31](=[O:32])[NH:30][C:27]3[CH:28]=[CH:29][C:24]([Cl:23])=[CH:25][CH:26]=3)[C:18]([F:19])([F:20])[F:21])[CH2:11]2)[CH:7]=[CH:8][CH:9]=1)[CH3:2], predict the reactants needed to synthesize it. The reactants are: [CH2:1]([O:3][C:4]1[CH:5]=[C:6]([CH:10]2[CH2:15][CH2:14][CH2:13][N:12]([CH2:16][C@H:17]([OH:22])[C:18]([F:21])([F:20])[F:19])[CH2:11]2)[CH:7]=[CH:8][CH:9]=1)[CH3:2].[Cl:23][C:24]1[CH:29]=[CH:28][C:27]([N:30]=[C:31]=[O:32])=[CH:26][CH:25]=1. (4) Given the product [Cl:25][C:26]1[CH:31]=[C:30]([F:32])[CH:29]=[CH:28][C:27]=1[CH2:33][S:34]([NH:37][C:22]([CH:19]1[CH2:18][CH2:17][N:16]([C:4]2[C:3]([C:1]#[N:2])=[CH:8][C:7]([C:9]([O:11][CH2:12][CH3:13])=[O:10])=[C:6]([CH2:14][CH3:15])[N:5]=2)[CH2:21][CH2:20]1)=[O:23])(=[O:35])=[O:36], predict the reactants needed to synthesize it. The reactants are: [C:1]([C:3]1[C:4]([N:16]2[CH2:21][CH2:20][CH:19]([C:22](O)=[O:23])[CH2:18][CH2:17]2)=[N:5][C:6]([CH2:14][CH3:15])=[C:7]([C:9]([O:11][CH2:12][CH3:13])=[O:10])[CH:8]=1)#[N:2].[Cl:25][C:26]1[CH:31]=[C:30]([F:32])[CH:29]=[CH:28][C:27]=1[CH2:33][S:34]([NH2:37])(=[O:36])=[O:35]. (5) Given the product [N:18]1[C:19]2[C:14](=[CH:13][C:12]([CH2:11][N:8]3[C:6]4=[N:7][C:2]([N:22]5[CH2:26][CH2:25][CH:24]([OH:27])[CH2:23]5)=[CH:3][N:4]=[C:5]4[N:10]=[N:9]3)=[CH:21][CH:20]=2)[CH:15]=[CH:16][CH:17]=1, predict the reactants needed to synthesize it. The reactants are: Br[C:2]1[N:7]=[C:6]2[N:8]([CH2:11][C:12]3[CH:13]=[C:14]4[C:19](=[CH:20][CH:21]=3)[N:18]=[CH:17][CH:16]=[CH:15]4)[N:9]=[N:10][C:5]2=[N:4][CH:3]=1.[NH:22]1[CH2:26][CH2:25][CH:24]([OH:27])[CH2:23]1.C(N(CC)CC)C. (6) Given the product [CH:1]1([CH2:6][CH:7]([N:11]2[C:16](=[O:17])[CH:15]=[C:14]([O:18][CH2:19][CH:20]3[CH2:21][CH2:22][CH2:23][CH2:24]3)[CH:13]=[N:12]2)[C:8]([NH:25][C:26]2[CH:30]=[CH:29][N:28]([CH2:31][C:32]([OH:34])([CH3:33])[CH3:35])[N:27]=2)=[O:9])[CH2:5][CH2:4][CH2:3][CH2:2]1, predict the reactants needed to synthesize it. The reactants are: [CH:1]1([CH2:6][CH:7]([N:11]2[C:16](=[O:17])[CH:15]=[C:14]([O:18][CH2:19][CH:20]3[CH2:24][CH2:23][CH2:22][CH2:21]3)[CH:13]=[N:12]2)[C:8](O)=[O:9])[CH2:5][CH2:4][CH2:3][CH2:2]1.[NH2:25][C:26]1[CH:30]=[CH:29][N:28]([CH2:31][C:32]([CH3:35])([OH:34])[CH3:33])[N:27]=1. (7) Given the product [Cl:30][CH2:29][CH2:28][CH2:27][O:26][C:22]1[CH:21]=[C:20]2[C:25]([C:16]([NH:1][C:2]3[CH:3]=[N:4][N:5]([CH2:7][C:8]([O:10][C:11]([CH3:14])([CH3:13])[CH3:12])=[O:9])[CH:6]=3)=[N:17][CH:18]=[N:19]2)=[CH:24][CH:23]=1, predict the reactants needed to synthesize it. The reactants are: [NH2:1][C:2]1[CH:3]=[N:4][N:5]([CH2:7][C:8]([O:10][C:11]([CH3:14])([CH3:13])[CH3:12])=[O:9])[CH:6]=1.Cl[C:16]1[C:25]2[C:20](=[CH:21][C:22]([O:26][CH2:27][CH2:28][CH2:29][Cl:30])=[CH:23][CH:24]=2)[N:19]=[CH:18][N:17]=1.